From a dataset of Forward reaction prediction with 1.9M reactions from USPTO patents (1976-2016). Predict the product of the given reaction. (1) Given the reactants [ClH:1].[N:2]12[CH2:9][CH2:8][CH:5]([CH2:6][CH2:7]1)[C@H:4]([NH:10][C:11]([C:13]1[O:14][C:15]3[C:21]([C:22]4[CH:23]=[C:24]([CH:28]=[CH:29][CH:30]=4)[C:25](O)=[O:26])=[CH:20][CH:19]=[CH:18][C:16]=3[CH:17]=1)=[O:12])[CH2:3]2.[CH3:31][NH:32][CH2:33][CH3:34], predict the reaction product. The product is: [ClH:1].[N:2]12[CH2:9][CH2:8][CH:5]([CH2:6][CH2:7]1)[C@H:4]([NH:10][C:11]([C:13]1[O:14][C:15]3[C:21]([C:22]4[CH:30]=[CH:29][CH:28]=[C:24]([C:25]([N:32]([CH2:33][CH3:34])[CH3:31])=[O:26])[CH:23]=4)=[CH:20][CH:19]=[CH:18][C:16]=3[CH:17]=1)=[O:12])[CH2:3]2. (2) Given the reactants C(OC(=O)[NH:7][CH:8]([C:17](=[O:41])[N:18]([C:31]1[CH:36]=[CH:35][C:34]([O:37][CH3:38])=[C:33]([O:39][CH3:40])[CH:32]=1)[CH2:19][CH2:20][C:21]1[CH:26]=[CH:25][C:24]([C:27]([F:30])([F:29])[F:28])=[CH:23][CH:22]=1)[C:9]1[CH:14]=[CH:13][CH:12]=[CH:11][C:10]=1[O:15][CH3:16])(C)(C)C.[ClH:43], predict the reaction product. The product is: [ClH:43].[NH2:7][C@H:8]([C:9]1[CH:14]=[CH:13][CH:12]=[CH:11][C:10]=1[O:15][CH3:16])[C:17]([N:18]([C:31]1[CH:36]=[CH:35][C:34]([O:37][CH3:38])=[C:33]([O:39][CH3:40])[CH:32]=1)[CH2:19][CH2:20][C:21]1[CH:26]=[CH:25][C:24]([C:27]([F:30])([F:29])[F:28])=[CH:23][CH:22]=1)=[O:41]. (3) Given the reactants [F:1][C:2]1[CH:7]=[C:6]([F:8])[CH:5]=[CH:4][C:3]=1[CH:9]=[CH:10][C:11]([OH:13])=O.Cl.[CH3:15][NH:16][O:17][CH3:18].C1C=CC2N(O)N=NC=2C=1.CCN=C=NCCCN(C)C.C(N(C(C)C)CC)(C)C, predict the reaction product. The product is: [F:1][C:2]1[CH:7]=[C:6]([F:8])[CH:5]=[CH:4][C:3]=1[CH:9]=[CH:10][C:11]([N:16]([O:17][CH3:18])[CH3:15])=[O:13]. (4) Given the reactants NC(N)=S.[CH3:5][N:6]([CH3:19])[S:7]([C:10]1[C:15]([Cl:16])=[CH:14][CH:13]=[C:12]([NH2:17])[C:11]=1[OH:18])(=[O:9])=[O:8].[Cl:20][C:21]1[C:26]([F:27])=[CH:25][CH:24]=[CH:23][C:22]=1[N:28]=[C:29]=[S:30], predict the reaction product. The product is: [Cl:16][C:15]1[CH:14]=[CH:13][C:12]([NH:17][C:29]([NH:28][C:22]2[CH:23]=[CH:24][CH:25]=[C:26]([F:27])[C:21]=2[Cl:20])=[S:30])=[C:11]([OH:18])[C:10]=1[S:7]([N:6]([CH3:19])[CH3:5])(=[O:9])=[O:8]. (5) Given the reactants Cl[C:2]1[C:7]2[C:8](=[O:22])[N:9]([CH2:11][C:12]3[CH:17]=[CH:16][C:15]([O:18][CH3:19])=[CH:14][C:13]=3[O:20][CH3:21])[CH2:10][C:6]=2[C:5]([F:23])=[C:4]([NH:24][C@H:25]([CH2:29][CH:30]([CH3:32])[CH3:31])[C:26]([OH:28])=[O:27])[N:3]=1.[CH3:33][N:34]1[CH:38]=[C:37](B2OC(C)(C)C(C)(C)O2)[CH:36]=[N:35]1, predict the reaction product. The product is: [CH3:21][O:20][C:13]1[CH:14]=[C:15]([O:18][CH3:19])[CH:16]=[CH:17][C:12]=1[CH2:11][N:9]1[CH2:10][C:6]2[C:5]([F:23])=[C:4]([NH:24][C@H:25]([CH2:29][CH:30]([CH3:32])[CH3:31])[C:26]([OH:28])=[O:27])[N:3]=[C:2]([C:37]3[CH:36]=[N:35][N:34]([CH3:33])[CH:38]=3)[C:7]=2[C:8]1=[O:22]. (6) Given the reactants [F:1][C:2]1[C:3]([C:22]([NH:24][CH2:25][C:26]2([C:32]3[CH:37]=[CH:36][CH:35]=[CH:34][CH:33]=3)[CH2:31][CH2:30][NH:29][CH2:28][CH2:27]2)=[O:23])=[N:4][CH:5]=[CH:6][C:7]=1[S:8][C:9]1[S:13][C:12]([NH:14][C:15]2[CH:20]=[C:19]([CH3:21])[CH:18]=[CH:17][N:16]=2)=[N:11][CH:10]=1.[N:38]1([C:44](Cl)=[O:45])[CH2:43][CH2:42][O:41][CH2:40][CH2:39]1, predict the reaction product. The product is: [F:1][C:2]1[C:3]([C:22]([NH:24][CH2:25][C:26]2([C:32]3[CH:33]=[CH:34][CH:35]=[CH:36][CH:37]=3)[CH2:27][CH2:28][N:29]([C:44]([N:38]3[CH2:43][CH2:42][O:41][CH2:40][CH2:39]3)=[O:45])[CH2:30][CH2:31]2)=[O:23])=[N:4][CH:5]=[CH:6][C:7]=1[S:8][C:9]1[S:13][C:12]([NH:14][C:15]2[CH:20]=[C:19]([CH3:21])[CH:18]=[CH:17][N:16]=2)=[N:11][CH:10]=1. (7) Given the reactants [CH3:1][C:2]1[CH:3]=[N:4][N:5]([CH2:7][C:8]2[CH:13]=[CH:12][C:11]([CH2:14]O)=[CH:10][CH:9]=2)[CH:6]=1.C1(P(C2C=CC=CC=2)C2C=CC=CC=2)C=CC=CC=1.[Br:35]C(Br)(Br)Br, predict the reaction product. The product is: [Br:35][CH2:14][C:11]1[CH:12]=[CH:13][C:8]([CH2:7][N:5]2[CH:6]=[C:2]([CH3:1])[CH:3]=[N:4]2)=[CH:9][CH:10]=1.